Dataset: Full USPTO retrosynthesis dataset with 1.9M reactions from patents (1976-2016). Task: Predict the reactants needed to synthesize the given product. (1) Given the product [CH2:1]([N:8]1[CH2:13][CH2:12][N:11]([C:14]([O:16][C:17]([CH3:18])([CH3:19])[CH3:20])=[O:15])[CH2:10][C@H:9]1[CH2:21][O:22][C:28]1[CH:29]=[CH:30][C:25]([C:24]([F:33])([F:32])[F:23])=[CH:26][CH:27]=1)[C:2]1[CH:7]=[CH:6][CH:5]=[CH:4][CH:3]=1, predict the reactants needed to synthesize it. The reactants are: [CH2:1]([N:8]1[CH2:13][CH2:12][N:11]([C:14]([O:16][C:17]([CH3:20])([CH3:19])[CH3:18])=[O:15])[CH2:10][C@H:9]1[CH2:21][OH:22])[C:2]1[CH:7]=[CH:6][CH:5]=[CH:4][CH:3]=1.[F:23][C:24]([F:33])([F:32])[C:25]1[CH:30]=[CH:29][C:28](O)=[CH:27][CH:26]=1.C1(P(C2C=CC=CC=2)C2C=CC=CC=2)C=CC=CC=1.CCOC(/N=N/C(OCC)=O)=O. (2) Given the product [F:16][CH:4]([F:3])[O:5][C:6]1[CH:7]=[CH:8][C:9]([C:12]([OH:14])=[O:13])=[N:10][CH:11]=1, predict the reactants needed to synthesize it. The reactants are: [OH-].[Na+].[F:3][CH:4]([F:16])[O:5][C:6]1[CH:7]=[CH:8][C:9]([C:12]([O:14]C)=[O:13])=[N:10][CH:11]=1.Cl.[Cl-].[Na+]. (3) Given the product [F:1][C:2]1[CH:3]=[C:4]([I:11])[CH:5]=[C:6]2[C:10]=1[N:9]([C:12]([O:14][C:15]([CH3:18])([CH3:17])[CH3:16])=[O:13])[CH:8]=[CH:7]2, predict the reactants needed to synthesize it. The reactants are: [F:1][C:2]1[CH:3]=[C:4]([I:11])[CH:5]=[C:6]2[C:10]=1[NH:9][CH:8]=[CH:7]2.[C:12](O[C:12]([O:14][C:15]([CH3:18])([CH3:17])[CH3:16])=[O:13])([O:14][C:15]([CH3:18])([CH3:17])[CH3:16])=[O:13]. (4) Given the product [CH2:1]([N:8]1[C:12]2[CH:13]=[C:14]([OH:17])[CH:15]=[CH:16][C:11]=2[N:10]=[C:9]1[C:19]1[CH:24]=[CH:23][CH:22]=[CH:21][CH:20]=1)[C:2]1[CH:3]=[CH:4][CH:5]=[CH:6][CH:7]=1, predict the reactants needed to synthesize it. The reactants are: [CH2:1]([N:8]1[C:12]2[CH:13]=[C:14]([O:17]C)[CH:15]=[CH:16][C:11]=2[N:10]=[C:9]1[C:19]1[CH:24]=[CH:23][CH:22]=[CH:21][CH:20]=1)[C:2]1[CH:7]=[CH:6][CH:5]=[CH:4][CH:3]=1.Br.C(=O)(O)[O-].[Na+]. (5) Given the product [CH2:35]([O:37][C:38](=[O:43])[C:39]([CH3:41])([O:23][C:21]1[CH:20]=[CH:19][C:16]2[C:17]3[N:11]([CH2:12][CH2:13][O:14][C:15]=2[CH:22]=1)[CH:10]=[C:9]([C:8]1[N:4]([CH2:3][C:2]([F:24])([F:1])[F:25])[N:5]=[CH:6][N:7]=1)[N:18]=3)[CH3:40])[CH3:36], predict the reactants needed to synthesize it. The reactants are: [F:1][C:2]([F:25])([F:24])[CH2:3][N:4]1[C:8]([C:9]2[N:18]=[C:17]3[N:11]([CH2:12][CH2:13][O:14][C:15]4[CH:22]=[C:21]([OH:23])[CH:20]=[CH:19][C:16]=43)[CH:10]=2)=[N:7][CH:6]=[N:5]1.COC(=O)C(O)C(C)C.[CH2:35]([O:37][C:38](=[O:43])[C:39](O)([CH3:41])[CH3:40])[CH3:36].CO. (6) Given the product [F:12][C:13]1[CH:18]=[CH:17][C:16]([O:19][C:2]2[CH:3]=[CH:4][C:5]([N+:9]([O-:11])=[O:10])=[C:6]([CH:8]=2)[NH2:7])=[CH:15][CH:14]=1, predict the reactants needed to synthesize it. The reactants are: Cl[C:2]1[CH:3]=[CH:4][C:5]([N+:9]([O-:11])=[O:10])=[C:6]([CH:8]=1)[NH2:7].[F:12][C:13]1[CH:18]=[CH:17][C:16]([OH:19])=[CH:15][CH:14]=1.C(=O)([O-])[O-].[K+].[K+].CN(C=O)C. (7) Given the product [Cl:1][C:2]1[CH:3]=[C:4]([NH:20][C:21]2[C:31]3[CH:30]=[C:29]([C:32]([NH:43][CH2:42][CH2:41][O:40][CH2:39][CH2:38][O:37][CH3:36])=[O:33])[CH2:28][CH2:27][NH:26][C:25]=3[N:24]=[CH:23][N:22]=2)[CH:5]=[N:6][C:7]=1[O:8][C:9]1[CH:14]=[CH:13][CH:12]=[C:11]([O:15][C:16]([F:18])([F:17])[F:19])[CH:10]=1, predict the reactants needed to synthesize it. The reactants are: [Cl:1][C:2]1[CH:3]=[C:4]([NH:20][C:21]2[C:31]3[CH:30]=[C:29]([C:32](O)=[O:33])[CH2:28][CH2:27][NH:26][C:25]=3[N:24]=[CH:23][N:22]=2)[CH:5]=[N:6][C:7]=1[O:8][C:9]1[CH:14]=[CH:13][CH:12]=[C:11]([O:15][C:16]([F:19])([F:18])[F:17])[CH:10]=1.Cl.[CH3:36][O:37][CH2:38][CH2:39][O:40][CH2:41][CH2:42][NH2:43].Cl.C(N=C=NCCCN(C)C)C.O.ON1C2C=CC=CC=2N=N1. (8) Given the product [CH:16]1([NH:22][C:13]([C:10]2[N:11]=[CH:12][N:8]([CH2:1][C:2]3[CH:3]=[CH:4][CH:5]=[CH:6][CH:7]=3)[N:9]=2)=[O:15])[CH2:21][CH2:20][CH2:19][CH2:18][CH2:17]1, predict the reactants needed to synthesize it. The reactants are: [CH2:1]([N:8]1[CH:12]=[N:11][C:10]([C:13]([OH:15])=O)=[N:9]1)[C:2]1[CH:7]=[CH:6][CH:5]=[CH:4][CH:3]=1.[CH:16]1([NH2:22])[CH2:21][CH2:20][CH2:19][CH2:18][CH2:17]1.C(N(CC)C(C)C)(C)C.CN(C(ON1N=NC2C=CC=CC1=2)=[N+](C)C)C.F[P-](F)(F)(F)(F)F.Cl. (9) Given the product [C:11]1([CH2:17][C:18]([NH:1][C@H:2]([C:6]([OH:8])=[O:7])[CH:3]([CH3:5])[CH3:4])=[O:19])[CH:16]=[CH:15][CH:14]=[CH:13][CH:12]=1, predict the reactants needed to synthesize it. The reactants are: [NH2:1][C@H:2]([C:6]([OH:8])=[O:7])[CH:3]([CH3:5])[CH3:4].[OH-].[Na+].[C:11]1([CH2:17][C:18](Cl)=[O:19])[CH:16]=[CH:15][CH:14]=[CH:13][CH:12]=1.